Dataset: Reaction yield outcomes from USPTO patents with 853,638 reactions. Task: Predict the reaction yield, written as a fraction of the theoretical maximum amount of product (1.0 means a 100% yield; for example, 0.34 means a 34% yield). (1) The reactants are [CH3:1][O:2][C:3]1[CH:8]=[C:7]([CH3:9])[NH:6][C:5](=[O:10])[C:4]=1[CH2:11][NH:12][C:13]([C:15]1[C:23]2[C:18](=[N:19][CH:20]=[CH:21][CH:22]=2)[N:17]([CH:24]([C:26]2[CH:27]=[C:28]([CH:32]=[CH:33][CH:34]=2)[C:29]([OH:31])=[O:30])[CH3:25])[C:16]=1[CH3:35])=[O:14].[CH3:36]O. The catalyst is S(=O)(=O)(O)O. The product is [CH3:1][O:2][C:3]1[CH:8]=[C:7]([CH3:9])[NH:6][C:5](=[O:10])[C:4]=1[CH2:11][NH:12][C:13]([C:15]1[C:23]2[C:18](=[N:19][CH:20]=[CH:21][CH:22]=2)[N:17]([CH:24]([C:26]2[CH:27]=[C:28]([CH:32]=[CH:33][CH:34]=2)[C:29]([O:31][CH3:36])=[O:30])[CH3:25])[C:16]=1[CH3:35])=[O:14]. The yield is 0.970. (2) The reactants are [F:1][C:2]1[C:7]([F:8])=[CH:6][CH:5]=[CH:4][C:3]=1[C@@H:9]1[CH2:19][CH2:18][C@@H:17]([O:20][Si:21]([CH:28]([CH3:30])[CH3:29])([CH:25]([CH3:27])[CH3:26])[CH:22]([CH3:24])[CH3:23])[C:12]2=[N:13][CH:14]=[CH:15][CH:16]=[C:11]2[C@H:10]1[NH2:31].[C:32](O[C:32]([O:34][C:35]([CH3:38])([CH3:37])[CH3:36])=[O:33])([O:34][C:35]([CH3:38])([CH3:37])[CH3:36])=[O:33].C(N)CC. The catalyst is O1CCCC1. The product is [F:1][C:2]1[C:7]([F:8])=[CH:6][CH:5]=[CH:4][C:3]=1[C@@H:9]1[CH2:19][CH2:18][C@@H:17]([O:20][Si:21]([CH:25]([CH3:27])[CH3:26])([CH:28]([CH3:30])[CH3:29])[CH:22]([CH3:23])[CH3:24])[C:12]2=[N:13][CH:14]=[CH:15][CH:16]=[C:11]2[C@H:10]1[NH:31][C:32](=[O:33])[O:34][C:35]([CH3:38])([CH3:37])[CH3:36]. The yield is 0.750. (3) The reactants are C([O:4][CH:5]([CH3:7])[CH3:6])(C)C.Cl.[CH3:9][O:10][C:11](N1CCC(=O)CC1)=[O:12].[CH2:20]([N:22](CC)[CH2:23]C)C.[C:38]([O:37][C:35](O[C:35]([O:37][C:38]([CH3:41])([CH3:40])[CH3:39])=[O:36])=[O:36])([CH3:41])([CH3:40])[CH3:39]. The product is [CH3:9][O:10][C:11]([CH:6]1[C:5](=[O:4])[CH2:7][CH2:23][N:22]([C:35]([O:37][C:38]([CH3:39])([CH3:40])[CH3:41])=[O:36])[CH2:20]1)=[O:12]. The catalyst is O. The yield is 0.950.